This data is from NCI-60 drug combinations with 297,098 pairs across 59 cell lines. The task is: Regression. Given two drug SMILES strings and cell line genomic features, predict the synergy score measuring deviation from expected non-interaction effect. (1) Drug 1: CCC1=C2CN3C(=CC4=C(C3=O)COC(=O)C4(CC)O)C2=NC5=C1C=C(C=C5)O. Drug 2: C1=NNC2=C1C(=O)NC=N2. Cell line: UACC-257. Synergy scores: CSS=15.4, Synergy_ZIP=-4.68, Synergy_Bliss=-2.15, Synergy_Loewe=-72.5, Synergy_HSA=-0.565. (2) Drug 1: CC1=C(C=C(C=C1)NC2=NC=CC(=N2)N(C)C3=CC4=NN(C(=C4C=C3)C)C)S(=O)(=O)N.Cl. Drug 2: CCC(=C(C1=CC=CC=C1)C2=CC=C(C=C2)OCCN(C)C)C3=CC=CC=C3.C(C(=O)O)C(CC(=O)O)(C(=O)O)O. Cell line: PC-3. Synergy scores: CSS=4.52, Synergy_ZIP=-1.31, Synergy_Bliss=1.48, Synergy_Loewe=3.62, Synergy_HSA=2.70. (3) Drug 2: CS(=O)(=O)OCCCCOS(=O)(=O)C. Cell line: LOX IMVI. Synergy scores: CSS=50.6, Synergy_ZIP=0.559, Synergy_Bliss=-0.691, Synergy_Loewe=-0.269, Synergy_HSA=1.84. Drug 1: C1=NC2=C(N1)C(=S)N=C(N2)N. (4) Drug 1: C1=C(C(=O)NC(=O)N1)N(CCCl)CCCl. Drug 2: CC1=C(C(=O)C2=C(C1=O)N3CC4C(C3(C2COC(=O)N)OC)N4)N. Cell line: SNB-75. Synergy scores: CSS=45.1, Synergy_ZIP=-4.64, Synergy_Bliss=0.536, Synergy_Loewe=-24.7, Synergy_HSA=3.23. (5) Drug 1: CN1CCC(CC1)COC2=C(C=C3C(=C2)N=CN=C3NC4=C(C=C(C=C4)Br)F)OC. Drug 2: C1=CC=C(C=C1)NC(=O)CCCCCCC(=O)NO. Cell line: EKVX. Synergy scores: CSS=22.8, Synergy_ZIP=-2.94, Synergy_Bliss=0.0470, Synergy_Loewe=-3.84, Synergy_HSA=0.413. (6) Drug 1: CC12CCC3C(C1CCC2=O)CC(=C)C4=CC(=O)C=CC34C. Drug 2: CC12CCC3C(C1CCC2O)C(CC4=C3C=CC(=C4)O)CCCCCCCCCS(=O)CCCC(C(F)(F)F)(F)F. Cell line: SK-OV-3. Synergy scores: CSS=24.8, Synergy_ZIP=-4.34, Synergy_Bliss=-3.39, Synergy_Loewe=-3.21, Synergy_HSA=-2.61. (7) Drug 1: CCCS(=O)(=O)NC1=C(C(=C(C=C1)F)C(=O)C2=CNC3=C2C=C(C=N3)C4=CC=C(C=C4)Cl)F. Drug 2: CC(C)(C#N)C1=CC(=CC(=C1)CN2C=NC=N2)C(C)(C)C#N. Cell line: RXF 393. Synergy scores: CSS=7.63, Synergy_ZIP=-1.97, Synergy_Bliss=1.15, Synergy_Loewe=2.32, Synergy_HSA=2.74.